From a dataset of Forward reaction prediction with 1.9M reactions from USPTO patents (1976-2016). Predict the product of the given reaction. Given the reactants [CH2:1]([Mg]Br)[CH:2]=[CH2:3].[C:6]([O:10][C:11]([N:13]1[CH2:17][CH2:16][C@H:15]([C:18](=[O:23])N(OC)C)[CH2:14]1)=[O:12])([CH3:9])([CH3:8])[CH3:7].[BH4-].[Na+], predict the reaction product. The product is: [C:6]([O:10][C:11]([N:13]1[CH2:17][CH2:16][C@H:15]([CH:18]([OH:23])[CH2:3][CH:2]=[CH2:1])[CH2:14]1)=[O:12])([CH3:7])([CH3:8])[CH3:9].